Dataset: NCI-60 drug combinations with 297,098 pairs across 59 cell lines. Task: Regression. Given two drug SMILES strings and cell line genomic features, predict the synergy score measuring deviation from expected non-interaction effect. (1) Drug 1: CN(CCCl)CCCl.Cl. Drug 2: CN(C(=O)NC(C=O)C(C(C(CO)O)O)O)N=O. Cell line: SNB-75. Synergy scores: CSS=6.54, Synergy_ZIP=-2.47, Synergy_Bliss=0.694, Synergy_Loewe=-1.46, Synergy_HSA=0.390. (2) Drug 1: C1C(C(OC1N2C=C(C(=O)NC2=O)F)CO)O. Drug 2: CC1CCCC2(C(O2)CC(NC(=O)CC(C(C(=O)C(C1O)C)(C)C)O)C(=CC3=CSC(=N3)C)C)C. Cell line: OVCAR-4. Synergy scores: CSS=38.1, Synergy_ZIP=3.26, Synergy_Bliss=2.59, Synergy_Loewe=-8.72, Synergy_HSA=2.85. (3) Drug 1: C1CC(=O)NC(=O)C1N2C(=O)C3=CC=CC=C3C2=O. Drug 2: CC(C)NC(=O)C1=CC=C(C=C1)CNNC.Cl. Cell line: HOP-62. Synergy scores: CSS=-2.85, Synergy_ZIP=1.91, Synergy_Bliss=-1.74, Synergy_Loewe=0.723, Synergy_HSA=-6.43. (4) Drug 1: CC1=C(C=C(C=C1)NC(=O)C2=CC=C(C=C2)CN3CCN(CC3)C)NC4=NC=CC(=N4)C5=CN=CC=C5. Drug 2: CC(C)(C#N)C1=CC(=CC(=C1)CN2C=NC=N2)C(C)(C)C#N. Cell line: PC-3. Synergy scores: CSS=2.39, Synergy_ZIP=-2.02, Synergy_Bliss=-1.73, Synergy_Loewe=-1.85, Synergy_HSA=-1.49. (5) Drug 1: C1CC(=O)NC(=O)C1N2CC3=C(C2=O)C=CC=C3N. Drug 2: C1CN(P(=O)(OC1)NCCCl)CCCl. Cell line: RXF 393. Synergy scores: CSS=1.83, Synergy_ZIP=0.527, Synergy_Bliss=1.23, Synergy_Loewe=0.729, Synergy_HSA=1.06. (6) Cell line: MOLT-4. Drug 1: CCC(=C(C1=CC=CC=C1)C2=CC=C(C=C2)OCCN(C)C)C3=CC=CC=C3.C(C(=O)O)C(CC(=O)O)(C(=O)O)O. Synergy scores: CSS=13.3, Synergy_ZIP=-7.21, Synergy_Bliss=-0.574, Synergy_Loewe=-0.418, Synergy_HSA=-0.634. Drug 2: C(CN)CNCCSP(=O)(O)O. (7) Drug 1: CC1=C2C(C(=O)C3(C(CC4C(C3C(C(C2(C)C)(CC1OC(=O)C(C(C5=CC=CC=C5)NC(=O)OC(C)(C)C)O)O)OC(=O)C6=CC=CC=C6)(CO4)OC(=O)C)OC)C)OC. Drug 2: CN1C2=C(C=C(C=C2)N(CCCl)CCCl)N=C1CCCC(=O)O.Cl. Cell line: HT29. Synergy scores: CSS=88.2, Synergy_ZIP=25.2, Synergy_Bliss=24.4, Synergy_Loewe=-13.5, Synergy_HSA=24.1. (8) Drug 1: COC1=C(C=C2C(=C1)N=CN=C2NC3=CC(=C(C=C3)F)Cl)OCCCN4CCOCC4. Drug 2: CCC(=C(C1=CC=CC=C1)C2=CC=C(C=C2)OCCN(C)C)C3=CC=CC=C3.C(C(=O)O)C(CC(=O)O)(C(=O)O)O. Cell line: OVCAR-4. Synergy scores: CSS=20.0, Synergy_ZIP=-4.15, Synergy_Bliss=-0.268, Synergy_Loewe=-2.61, Synergy_HSA=-0.150. (9) Drug 1: C1CCC(CC1)NC(=O)N(CCCl)N=O. Drug 2: C1=C(C(=O)NC(=O)N1)N(CCCl)CCCl. Cell line: BT-549. Synergy scores: CSS=30.3, Synergy_ZIP=-12.4, Synergy_Bliss=-1.54, Synergy_Loewe=-4.63, Synergy_HSA=0.623.